From a dataset of Forward reaction prediction with 1.9M reactions from USPTO patents (1976-2016). Predict the product of the given reaction. Given the reactants [F:1][C:2]1[CH:7]=[C:6](B2OC(C)(C)C(C)(C)O2)[CH:5]=[CH:4][C:3]=1[C:17]1[N:18]=[CH:19][C:20]([NH2:23])=[N:21][CH:22]=1.Br[C:25]1[CH:30]=[CH:29][CH:28]=[CH:27][C:26]=1[NH:31][S:32]([CH2:35][CH:36]([CH3:38])[CH3:37])(=[O:34])=[O:33], predict the reaction product. The product is: [NH2:23][C:20]1[N:21]=[CH:22][C:17]([C:3]2[CH:4]=[CH:5][C:6]([C:25]3[CH:30]=[CH:29][CH:28]=[CH:27][C:26]=3[NH:31][S:32]([CH2:35][CH:36]([CH3:38])[CH3:37])(=[O:34])=[O:33])=[CH:7][C:2]=2[F:1])=[N:18][CH:19]=1.